Predict the product of the given reaction. From a dataset of Forward reaction prediction with 1.9M reactions from USPTO patents (1976-2016). (1) Given the reactants [Br:1][C:2]1[CH:7]=[CH:6][C:5]([C:8]2[O:12][N:11]=[C:10]([CH3:13])[C:9]=2[CH:14]([OH:18])[C:15]([OH:17])=O)=[CH:4][CH:3]=1.[C:19]1([C@H:25]([NH2:27])[CH3:26])[CH:24]=[CH:23][CH:22]=[CH:21][CH:20]=1, predict the reaction product. The product is: [Br:1][C:2]1[CH:3]=[CH:4][C:5]([C:8]2[O:12][N:11]=[C:10]([CH3:13])[C:9]=2[CH:14]([OH:18])[C:15]([NH:27][C@@H:25]([C:19]2[CH:24]=[CH:23][CH:22]=[CH:21][CH:20]=2)[CH3:26])=[O:17])=[CH:6][CH:7]=1. (2) The product is: [Cl:10][C:8]1[CH:7]=[C:4]2[C:3](=[C:2]([Cl:1])[CH:9]=1)[O:11][C:12](=[O:14])[CH:13]=[CH:5]2. Given the reactants [Cl:1][C:2]1[CH:9]=[C:8]([Cl:10])[CH:7]=[C:4]([CH:5]=O)[C:3]=1[OH:11].[C:12](OC(=O)C)(=[O:14])[CH3:13].C(N(CC)CC)C, predict the reaction product. (3) Given the reactants [NH2:1][C@H:2]([C:4]1[N:13]([C:14]2[CH:19]=[CH:18][CH:17]=[CH:16][CH:15]=2)[C:12](=[O:20])[C:11]2[C:6](=[CH:7][CH:8]=[CH:9][C:10]=2[C:21]2[CH:22]=[N:23][N:24]([CH3:26])[CH:25]=2)[N:5]=1)[CH3:3].C(N(C(C)C)C(C)C)C.Cl[C:37]1[N:42]=[CH:41][N:40]=[C:39]([NH2:43])[C:38]=1[C:44]1[O:48][N:47]=[C:46]([CH3:49])[N:45]=1, predict the reaction product. The product is: [NH2:43][C:39]1[N:40]=[CH:41][N:42]=[C:37]([NH:1][C@H:2]([C:4]2[N:13]([C:14]3[CH:19]=[CH:18][CH:17]=[CH:16][CH:15]=3)[C:12](=[O:20])[C:11]3[C:6](=[CH:7][CH:8]=[CH:9][C:10]=3[C:21]3[CH:22]=[N:23][N:24]([CH3:26])[CH:25]=3)[N:5]=2)[CH3:3])[C:38]=1[C:44]1[O:48][N:47]=[C:46]([CH3:49])[N:45]=1. (4) Given the reactants CS[C:3]1[CH:8]=[CH:7][C:6]([C:9]2[NH:17][C:12]3=[N:13][CH:14]=[CH:15][N:16]=[C:11]3[CH:10]=2)=[CH:5][CH:4]=1.O[O:19][S:20]([O-:22])=O.[K+].Cl[CH2:25]Cl, predict the reaction product. The product is: [CH3:25][S:20]([C:3]1[CH:8]=[CH:7][C:6]([C:9]2[NH:17][C:12]3=[N:13][CH:14]=[CH:15][N:16]=[C:11]3[CH:10]=2)=[CH:5][CH:4]=1)(=[O:22])=[O:19]. (5) Given the reactants [N+:1]([C:4]1[N:18]=[C:7]2[O:8][CH2:9][CH2:10][CH:11]([C:12]3[CH:17]=[CH:16][CH:15]=[CH:14][CH:13]=3)[N:6]2[N:5]=1)([O-])=O.[H][H], predict the reaction product. The product is: [C:12]1([CH:11]2[CH2:10][CH2:9][O:8][C:7]3=[N:18][C:4]([NH2:1])=[N:5][N:6]23)[CH:13]=[CH:14][CH:15]=[CH:16][CH:17]=1. (6) Given the reactants CCN(S(F)(F)[F:7])CC.[F:10][C:11]1[CH:12]=[C:13]([C:21]2[N:26]=[CH:25][N:24]=[C:23]([CH2:27][NH:28][C:29]([C@@H:31]3[C@H:35](O)[CH2:34][CH2:33][N:32]3[C:37]([O:39][C:40]([CH3:43])([CH3:42])[CH3:41])=[O:38])=[O:30])[CH:22]=2)[CH:14]=[CH:15][C:16]=1[C:17]([F:20])([F:19])[F:18], predict the reaction product. The product is: [F:7][C@H:35]1[CH2:34][CH2:33][N:32]([C:37]([O:39][C:40]([CH3:41])([CH3:42])[CH3:43])=[O:38])[C@@H:31]1[C:29](=[O:30])[NH:28][CH2:27][C:23]1[CH:22]=[C:21]([C:13]2[CH:14]=[CH:15][C:16]([C:17]([F:20])([F:19])[F:18])=[C:11]([F:10])[CH:12]=2)[N:26]=[CH:25][N:24]=1.